Dataset: Catalyst prediction with 721,799 reactions and 888 catalyst types from USPTO. Task: Predict which catalyst facilitates the given reaction. (1) Reactant: Br[CH2:2][C:3]1[CH:8]=[CH:7][CH:6]=[CH:5][C:4]=1[F:9].[OH:10][C:11]1[CH:12]=[C:13]([CH:16]=[CH:17][CH:18]=1)[CH:14]=[O:15].C([O-])([O-])=O.[K+].[K+]. Product: [F:9][C:4]1[CH:5]=[CH:6][CH:7]=[CH:8][C:3]=1[CH2:2][O:10][C:11]1[CH:12]=[C:13]([CH:16]=[CH:17][CH:18]=1)[CH:14]=[O:15]. The catalyst class is: 3. (2) Reactant: Cl[C:2]1[N:7]=[CH:6][C:5]([CH2:8][N:9]2[C:13]([CH3:14])=[CH:12][C:11]([C:15]3[O:19][N:18]=[C:17]([C:20]4[CH:25]=[CH:24][C:23]([C:26]5([CH2:32][OH:33])[CH2:31][CH2:30][O:29][CH2:28][CH2:27]5)=[CH:22][CH:21]=4)[N:16]=3)=[N:10]2)=[CH:4][CH:3]=1.[CH3:34][NH2:35]. Product: [CH3:14][C:13]1[N:9]([CH2:8][C:5]2[CH:6]=[N:7][C:2]([NH:35][CH3:34])=[CH:3][CH:4]=2)[N:10]=[C:11]([C:15]2[O:19][N:18]=[C:17]([C:20]3[CH:25]=[CH:24][C:23]([C:26]4([CH2:32][OH:33])[CH2:31][CH2:30][O:29][CH2:28][CH2:27]4)=[CH:22][CH:21]=3)[N:16]=2)[CH:12]=1. The catalyst class is: 8. (3) Reactant: [CH3:1][O:2][C:3]1[CH:8]=[C:7]([CH:9]2[CH2:14][CH2:13][NH:12][CH2:11][CH2:10]2)[CH:6]=[CH:5][C:4]=1[NH:15][C:16]1[N:21]=[C:20]([CH2:22][CH2:23][C:24]2[CH:29]=[CH:28][CH:27]=[CH:26][C:25]=2[CH2:30][C:31]([NH2:33])=[O:32])[C:19]([C:34]([F:37])([F:36])[F:35])=[CH:18][N:17]=1.C=O.[C:40](O[BH-](OC(=O)C)OC(=O)C)(=O)C.[Na+]. Product: [CH3:1][O:2][C:3]1[CH:8]=[C:7]([CH:9]2[CH2:14][CH2:13][N:12]([CH3:40])[CH2:11][CH2:10]2)[CH:6]=[CH:5][C:4]=1[NH:15][C:16]1[N:21]=[C:20]([CH2:22][CH2:23][C:24]2[CH:29]=[CH:28][CH:27]=[CH:26][C:25]=2[CH2:30][C:31]([NH2:33])=[O:32])[C:19]([C:34]([F:35])([F:36])[F:37])=[CH:18][N:17]=1. The catalyst class is: 5. (4) The catalyst class is: 15. Reactant: [OH:1][CH:2]([C:7]1[S:11][C:10]([C:12](=O)[CH2:13][CH2:14][C:15](=O)[CH:16]([C:24]2[CH:29]=[CH:28][C:27]([S:30]([CH3:33])(=[O:32])=[O:31])=[CH:26][CH:25]=2)[CH2:17][CH:18]2[CH2:23][CH2:22][O:21][CH2:20][CH2:19]2)=[N:9][CH:8]=1)[C:3]([OH:6])([CH3:5])[CH3:4].C([O-])(=O)C.[NH4+:40].[OH-].[Na+]. Product: [CH3:4][C:3]([OH:6])([CH3:5])[CH:2]([C:7]1[S:11][C:10]([C:12]2[NH:40][C:15]([CH:16]([C:24]3[CH:29]=[CH:28][C:27]([S:30]([CH3:33])(=[O:31])=[O:32])=[CH:26][CH:25]=3)[CH2:17][CH:18]3[CH2:23][CH2:22][O:21][CH2:20][CH2:19]3)=[CH:14][CH:13]=2)=[N:9][CH:8]=1)[OH:1].